From a dataset of Forward reaction prediction with 1.9M reactions from USPTO patents (1976-2016). Predict the product of the given reaction. (1) The product is: [CH3:5][O:6][C:7]1[CH:8]=[CH:9][CH:10]=[CH:11][C:12]=1[O:13][CH2:14][CH2:15][NH:16][CH2:17][CH:18]([OH:34])[CH2:19][O:20][C:21]1[CH:22]=[CH:23][CH:24]=[C:25]2[NH:33][C:32]3[CH:31]=[CH:30][CH:29]=[CH:28][C:27]=3[C:26]=12.[S:35]([O-:39])([O-:38])(=[O:37])=[O:36]. Given the reactants CC(C)=O.[CH3:5][O:6][C:7]1[CH:8]=[CH:9][CH:10]=[CH:11][C:12]=1[O:13][CH2:14][CH2:15][NH:16][CH2:17][CH:18]([OH:34])[CH2:19][O:20][C:21]1[CH:22]=[CH:23][CH:24]=[C:25]2[NH:33][C:32]3[CH:31]=[CH:30][CH:29]=[CH:28][C:27]=3[C:26]=12.[S:35](=[O:39])(=[O:38])([OH:37])[OH:36], predict the reaction product. (2) Given the reactants CS([O:5][CH2:6][C:7]1[C:8]([Cl:20])=[N:9][S:10][C:11]=1[C:12]1[CH:17]=[CH:16][C:15]([CH2:18][CH3:19])=[CH:14][CH:13]=1)(=O)=O.O[C:22]1[CH:27]=[CH:26][C:25]([CH2:28][CH2:29][C:30]([O:32][CH2:33][CH3:34])=[O:31])=[C:24]([CH3:35])[C:23]=1[CH3:36], predict the reaction product. The product is: [Cl:20][C:8]1[C:7]([CH2:6][O:5][C:22]2[CH:27]=[CH:26][C:25]([CH2:28][CH2:29][C:30]([O:32][CH2:33][CH3:34])=[O:31])=[C:24]([CH3:35])[C:23]=2[CH3:36])=[C:11]([C:12]2[CH:17]=[CH:16][C:15]([CH2:18][CH3:19])=[CH:14][CH:13]=2)[S:10][N:9]=1.